Dataset: Forward reaction prediction with 1.9M reactions from USPTO patents (1976-2016). Task: Predict the product of the given reaction. (1) Given the reactants [OH:1][C:2]1[CH:11]=[C:10]2[C:5]([C:6]([O:12][C:13]3[CH:18]=[CH:17][C:16]([NH:19][C:20](=[O:27])[C:21]4[CH:26]=[CH:25][CH:24]=[CH:23][CH:22]=4)=[CH:15][CH:14]=3)=[CH:7][CH:8]=[N:9]2)=[CH:4][C:3]=1[O:28][CH3:29].[CH:30]1([O:35][C:36](=[O:49])[C@@H:37]([NH:41][C:42]([O:44][C:45]([CH3:48])([CH3:47])[CH3:46])=[O:43])[CH2:38][CH2:39]O)[CH2:34][CH2:33][CH2:32][CH2:31]1.C1(P(C2C=CC=CC=2)C2C=CC=CC=2)C=CC=CC=1.N(C(OC(C)C)=O)=NC(OC(C)C)=O, predict the reaction product. The product is: [CH:30]1([O:35][C:36](=[O:49])[C@@H:37]([NH:41][C:42]([O:44][C:45]([CH3:48])([CH3:47])[CH3:46])=[O:43])[CH2:38][CH2:39][O:1][C:2]2[CH:11]=[C:10]3[C:5]([C:6]([O:12][C:13]4[CH:14]=[CH:15][C:16]([NH:19][C:20](=[O:27])[C:21]5[CH:26]=[CH:25][CH:24]=[CH:23][CH:22]=5)=[CH:17][CH:18]=4)=[CH:7][CH:8]=[N:9]3)=[CH:4][C:3]=2[O:28][CH3:29])[CH2:31][CH2:32][CH2:33][CH2:34]1. (2) Given the reactants C(O/C=C\[C:6]1[N:11]=[C:10]([C:12]([F:15])([F:14])[F:13])[N:9]=[C:8]([NH:16][CH:17]2[CH2:22][CH2:21][N:20]([C:23]([O:25][C:26]([CH3:29])([CH3:28])[CH3:27])=[O:24])[CH2:19][CH2:18]2)[CH:7]=1)C.I([O-])(=O)(=O)=O.[Na+].[O:36]1CCOC[CH2:37]1, predict the reaction product. The product is: [CH:37]([C:6]1[N:11]=[C:10]([C:12]([F:15])([F:14])[F:13])[N:9]=[C:8]([NH:16][CH:17]2[CH2:18][CH2:19][N:20]([C:23]([O:25][C:26]([CH3:29])([CH3:28])[CH3:27])=[O:24])[CH2:21][CH2:22]2)[CH:7]=1)=[O:36]. (3) The product is: [I:1][C:2]1[CH:3]=[C:4]([C:8]2[NH:43][C:33]3[C:34]([C:9]=2[CH2:10][CH2:11][CH2:12][N:13]2[CH2:18][CH2:17][CH:16]([C:19]4[CH:20]=[C:21]([NH:25][C:26](=[O:30])[CH:27]([CH3:29])[CH3:28])[CH:22]=[CH:23][CH:24]=4)[CH2:15][CH2:14]2)=[CH:35][CH:36]=[C:37]2[CH:38]=[CH:39][CH:40]=[CH:41][C:42]=32)[CH:5]=[CH:6][CH:7]=1. Given the reactants [I:1][C:2]1[CH:3]=[C:4]([C:8](=O)[CH2:9][CH2:10][CH2:11][CH2:12][N:13]2[CH2:18][CH2:17][CH:16]([C:19]3[CH:20]=[C:21]([NH:25][C:26](=[O:30])[CH:27]([CH3:29])[CH3:28])[CH:22]=[CH:23][CH:24]=3)[CH2:15][CH2:14]2)[CH:5]=[CH:6][CH:7]=1.Cl.[C:33]1([NH:43]N)[C:42]2[C:37](=[CH:38][CH:39]=[CH:40][CH:41]=2)[CH:36]=[CH:35][CH:34]=1, predict the reaction product. (4) Given the reactants [CH2:1]([C:4]1[CH:5]=[C:6]([C:11]2[CH:16]=[C:15]([CH2:17][CH:18]=[CH2:19])[CH:14]=[CH:13][C:12]=2[O:20]C)[CH:7]=[CH:8][C:9]=1[OH:10])[CH:2]=[CH2:3].B(Br)(Br)Br.CCOC(C)=O.CCCCCC, predict the reaction product. The product is: [CH2:17]([C:15]1[CH:16]=[C:11]([C:6]2[CH:7]=[CH:8][C:9]([OH:10])=[C:4]([CH2:1][CH:2]=[CH2:3])[CH:5]=2)[C:12]([OH:20])=[CH:13][CH:14]=1)[CH:18]=[CH2:19]. (5) Given the reactants [Cl:1][C:2]1[CH:22]=[C:21]([Cl:23])[CH:20]=[CH:19][C:3]=1[CH2:4][O:5][C:6]1[CH:18]=[CH:17][C:9]2[C:10]([CH2:13][C:14]([NH2:16])=[O:15])=[CH:11][S:12][C:8]=2[CH:7]=1.C1COCC1.C[Si]([N-][Si](C)(C)C)(C)C.[Na+].[CH3:39][S:40](Cl)(=[O:42])=[O:41], predict the reaction product. The product is: [Cl:1][C:2]1[CH:22]=[C:21]([Cl:23])[CH:20]=[CH:19][C:3]=1[CH2:4][O:5][C:6]1[CH:18]=[CH:17][C:9]2[C:10]([CH2:13][C:14]([NH:16][S:40]([CH3:39])(=[O:42])=[O:41])=[O:15])=[CH:11][S:12][C:8]=2[CH:7]=1. (6) Given the reactants [CH:1]([N:4]([CH3:31])[C@@H:5]1[CH2:10][CH2:9][C@H:8]([N:11]2[CH2:15][CH2:14][C@H:13]([NH:16]C(=O)OCC3C=CC=CC=3)[C:12]2=[O:27])[C@H:7]([CH2:28][CH2:29][CH3:30])[CH2:6]1)([CH3:3])[CH3:2].Br.CC(O)=O.CCOCC.O.C=O, predict the reaction product. The product is: [NH2:16][C@H:13]1[CH2:14][CH2:15][N:11]([C@H:8]2[CH2:9][CH2:10][C@@H:5]([N:4]([CH:1]([CH3:2])[CH3:3])[CH3:31])[CH2:6][C@H:7]2[CH2:28][CH2:29][CH3:30])[C:12]1=[O:27].